Dataset: Forward reaction prediction with 1.9M reactions from USPTO patents (1976-2016). Task: Predict the product of the given reaction. (1) Given the reactants [C:1]1([C@@H:7]2[CH2:11][N:10]([CH2:12][CH:13]3[CH2:18][CH2:17][O:16][CH2:15][CH2:14]3)[C:9](=[O:19])[N:8]2[CH:20]2[CH2:25][CH2:24][NH:23][CH2:22][CH2:21]2)[CH:6]=[CH:5][CH:4]=[CH:3][CH:2]=1.Br[CH2:27][C:28]1[CH:29]=[CH:30][C:31]([O:34][C:35]2[CH:42]=[CH:41][C:38]([C:39]#[N:40])=[CH:37][CH:36]=2)=[N:32][CH:33]=1, predict the reaction product. The product is: [O:19]=[C:9]1[N:10]([CH2:12][CH:13]2[CH2:14][CH2:15][O:16][CH2:17][CH2:18]2)[CH2:11][C@@H:7]([C:1]2[CH:2]=[CH:3][CH:4]=[CH:5][CH:6]=2)[N:8]1[CH:20]1[CH2:25][CH2:24][N:23]([CH2:27][C:28]2[CH:29]=[CH:30][C:31]([O:34][C:35]3[CH:42]=[CH:41][C:38]([C:39]#[N:40])=[CH:37][CH:36]=3)=[N:32][CH:33]=2)[CH2:22][CH2:21]1. (2) Given the reactants [OH:1][C:2]1[CH:10]=[CH:9][C:8]([C:11]([O:13][CH3:14])=[O:12])=[CH:7][C:3]=1[C:4]([OH:6])=[O:5].[CH2:15](Br)[C:16]1[CH:21]=[CH:20][CH:19]=[CH:18][CH:17]=1, predict the reaction product. The product is: [OH:1][C:2]1[CH:10]=[CH:9][C:8]([C:11]([O:13][CH3:14])=[O:12])=[CH:7][C:3]=1[C:4]([O:6][CH2:15][C:16]1[CH:21]=[CH:20][CH:19]=[CH:18][CH:17]=1)=[O:5]. (3) Given the reactants [CH3:1][C:2]1[CH:6]=[C:5]([CH:7]=[O:8])[O:4][N:3]=1.[F-].[Cs+].C[Si](C)(C)[C:13]([F:16])([F:15])[F:14].Cl, predict the reaction product. The product is: [F:14][C:13]([F:16])([F:15])[CH:7]([C:5]1[O:4][N:3]=[C:2]([CH3:1])[CH:6]=1)[OH:8]. (4) Given the reactants [Br:1][C:2]1[C:3]2[N:4]([C:9](I)=[CH:10][N:11]=2)[N:5]=[C:6](Cl)[CH:7]=1.[BrH:13].O, predict the reaction product. The product is: [Br:13][C:6]1[CH:7]=[C:2]([Br:1])[C:3]2[N:4]([CH:9]=[CH:10][N:11]=2)[N:5]=1. (5) Given the reactants Cl.Cl.[CH2:3]([N:10]([CH2:31][CH2:32][N:33]([CH3:35])[CH3:34])[C:11]([CH2:13][N:14]([C:21]1[CH:22]=[CH:23][CH:24]=[C:25]2[C:30]=1[CH2:29][NH:28][CH2:27][CH2:26]2)[C:15](=[O:20])[C:16]([F:19])([F:18])[F:17])=[O:12])[C:4]1[CH:9]=[CH:8][CH:7]=[CH:6][CH:5]=1.[CH3:36][N:37]([CH3:41])[C:38](Cl)=[O:39].C([O-])(O)=O.[Na+], predict the reaction product. The product is: [CH3:34][N:33]([CH3:35])[CH2:32][CH2:31][N:10]([CH2:3][C:4]1[CH:9]=[CH:8][CH:7]=[CH:6][C:5]=1[C:16]([F:19])([F:18])[F:17])[C:11](=[O:12])[CH2:13][N:14]([C:21]1[CH:22]=[CH:23][CH:24]=[C:25]2[C:30]=1[CH2:29][N:28]([C:38]([N:37]([CH3:41])[CH3:36])=[O:39])[CH2:27][CH2:26]2)[C:15](=[O:20])[C:16]([F:17])([F:18])[F:19].